From a dataset of Experimentally validated miRNA-target interactions with 360,000+ pairs, plus equal number of negative samples. Binary Classification. Given a miRNA mature sequence and a target amino acid sequence, predict their likelihood of interaction. The miRNA is hsa-miR-376b-3p with sequence AUCAUAGAGGAAAAUCCAUGUU. The protein sequence of the target gene is MALRPSKGDGSAGRWDRGAGKADFNAKRKKKVAEIHQALNSDPIDLAALRRMAISEGGLLTDEIRCQVWPKLLNVNTSEPPPVSRKDLRDMSKDYQQVLLDVRRSLRRFPPGMPDEQREGLQEELIDIILLVLDRNPQLHYYQGYHDIVVTFLLVVGERLATSLVEKLSTHHLRDFMDPTMDNTKHILNYLMPIIDQVSPELHDFMQSAEVGTIFALSWLITWFGHVLMDFRHVVRLYDFFLACHPLMPIYFAAVIVLYREQEVLDCDCDMASVHHLLSQIPQDLPYETLISRAGDLFVQ.... Result: 0 (no interaction).